From a dataset of Full USPTO retrosynthesis dataset with 1.9M reactions from patents (1976-2016). Predict the reactants needed to synthesize the given product. (1) Given the product [CH2:14]([O:16][C:17](=[O:31])[C:18]([C:4]1[CH:5]=[CH:6][CH:7]=[C:2]([Br:1])[CH:3]=1)([NH:23][C:24]([O:26][C:27]([CH3:30])([CH3:29])[CH3:28])=[O:25])[C:19]([F:22])([F:21])[F:20])[CH3:15], predict the reactants needed to synthesize it. The reactants are: [Br:1][C:2]1[CH:7]=[CH:6][CH:5]=[C:4](I)[CH:3]=1.C([Mg]Cl)(C)C.[CH2:14]([O:16][C:17](=[O:31])/[C:18](=[N:23]\[C:24]([O:26][C:27]([CH3:30])([CH3:29])[CH3:28])=[O:25])/[C:19]([F:22])([F:21])[F:20])[CH3:15]. (2) Given the product [NH2:18][C:17](=[O:19])[CH2:16][CH2:15][CH:14]([N:13]1[C:4](=[O:12])[C:3]2[C:7](=[CH:8][CH:9]=[CH:10][C:2]=2[F:1])[C:6]1=[O:11])[C:20]([OH:22])=[O:21], predict the reactants needed to synthesize it. The reactants are: [F:1][C:2]1[CH:10]=[CH:9][CH:8]=[C:7]2[C:3]=1[C:4](=[O:12])O[C:6]2=[O:11].[NH2:13][C@H:14]([C:20]([OH:22])=[O:21])[CH2:15][CH2:16][C:17](=[O:19])[NH2:18]. (3) Given the product [I:12][C:9]1[CH:8]=[C:4]([C:5](=[O:7])[NH:27][CH2:26][CH2:25][CH2:24][CH2:23][CH2:22][CH2:21][CH2:20][CH2:19][C:13]2[CH:14]=[CH:15][CH:16]=[CH:17][CH:18]=2)[CH:3]=[C:2]([I:1])[C:10]=1[OH:11], predict the reactants needed to synthesize it. The reactants are: [I:1][C:2]1[CH:3]=[C:4]([CH:8]=[C:9]([I:12])[C:10]=1[OH:11])[C:5]([OH:7])=O.[C:13]1([CH2:19][CH2:20][CH2:21][CH2:22][CH2:23][CH2:24][CH2:25][CH2:26][NH2:27])[CH:18]=[CH:17][CH:16]=[CH:15][CH:14]=1. (4) Given the product [CH3:36][N:37]([CH3:41])[CH2:38][CH2:39][NH:40][C:1]([C:4]1[CH:5]=[C:6]2[C:10](=[CH:11][CH:12]=1)[CH2:9][N:8]([C:13](=[O:35])[CH2:14][CH2:15][CH2:16][CH2:17][CH2:18][N:19]1[CH2:20][CH2:21][N:22]([C:25]3[CH:30]=[CH:29][CH:28]=[C:27]([C:31]([F:34])([F:33])[F:32])[CH:26]=3)[CH2:23][CH2:24]1)[CH2:7]2)=[O:2], predict the reactants needed to synthesize it. The reactants are: [C:1]([C:4]1[CH:5]=[C:6]2[C:10](=[CH:11][CH:12]=1)[CH2:9][N:8]([C:13](=[O:35])[CH2:14][CH2:15][CH2:16][CH2:17][CH2:18][N:19]1[CH2:24][CH2:23][N:22]([C:25]3[CH:30]=[CH:29][CH:28]=[C:27]([C:31]([F:34])([F:33])[F:32])[CH:26]=3)[CH2:21][CH2:20]1)[CH2:7]2)(O)=[O:2].[CH3:36][N:37]([CH3:41])[CH2:38][CH2:39][NH2:40].